This data is from Forward reaction prediction with 1.9M reactions from USPTO patents (1976-2016). The task is: Predict the product of the given reaction. Given the reactants [Cl:1][C:2]1[CH:3]=[C:4]([CH:8]2[CH:12]3[CH2:13][CH2:14][CH2:15][CH2:16][CH:11]3[O:10][C:9]2=[O:17])[CH:5]=[CH:6][CH:7]=1.CC(C[AlH]CC(C)C)C.S(=O)(=O)(O)O, predict the reaction product. The product is: [Cl:1][C:2]1[CH:3]=[C:4]([CH:8]2[CH:12]3[CH2:13][CH2:14][CH2:15][CH2:16][CH:11]3[O:10][CH:9]2[OH:17])[CH:5]=[CH:6][CH:7]=1.